Dataset: Forward reaction prediction with 1.9M reactions from USPTO patents (1976-2016). Task: Predict the product of the given reaction. (1) Given the reactants [CH3:1][O:2][C:3](=[O:15])[C:4](Br)=[N:5][NH:6][C:7]1[CH:12]=[CH:11][C:10]([Cl:13])=[CH:9][CH:8]=1.[I:16][C:17]1[CH:22]=[CH:21][C:20]([N:23]2[CH2:28][CH2:27][CH:26]=[C:25]([N:29]3[CH2:34][CH2:33][O:32][CH2:31][CH2:30]3)[C:24]2=[O:35])=[CH:19][CH:18]=1.C(N(CC)CC)C.O, predict the reaction product. The product is: [CH3:1][O:2][C:3]([C:4]1[CH:26]2[C:25]([N:29]3[CH2:30][CH2:31][O:32][CH2:33][CH2:34]3)([C:24](=[O:35])[N:23]([C:20]3[CH:21]=[CH:22][C:17]([I:16])=[CH:18][CH:19]=3)[CH2:28][CH2:27]2)[N:6]([C:7]2[CH:12]=[CH:11][C:10]([Cl:13])=[CH:9][CH:8]=2)[N:5]=1)=[O:15]. (2) Given the reactants [CH3:1][O:2][C:3]1[CH:25]=[CH:24][C:6]([CH2:7][N:8]2[CH:12]=[C:11]3[C:13](=O)[CH:14](Br)[CH2:15][O:16][CH:17]([C:18]([F:21])([F:20])[F:19])[C:10]3=[N:9]2)=[CH:5][CH:4]=1.[CH3:26][C:27]1[CH:32]=[CH:31][N:30]=[C:29]([NH:33][C:34]([NH2:36])=[S:35])[N:28]=1, predict the reaction product. The product is: [CH3:1][O:2][C:3]1[CH:4]=[CH:5][C:6]([CH2:7][N:8]2[N:9]=[C:10]3[C:11]([C:13]4[N:36]=[C:34]([NH:33][C:29]5[N:28]=[C:27]([CH3:26])[CH:32]=[CH:31][N:30]=5)[S:35][C:14]=4[CH2:15][O:16][CH:17]3[C:18]([F:20])([F:19])[F:21])=[CH:12]2)=[CH:24][CH:25]=1. (3) Given the reactants [CH3:1][S:2][CH2:3][CH2:4][C:5](Cl)=[O:6].Cl.[CH3:9][O:10][C:11](=[O:21])[C@H:12]([CH2:14][C:15]1[CH:20]=[CH:19][CH:18]=[CH:17][CH:16]=1)[NH2:13].C(N(CC)CC)C, predict the reaction product. The product is: [CH3:9][O:10][C:11](=[O:21])[CH:12]([NH:13][C:5](=[O:6])[CH2:4][CH2:3][S:2][CH3:1])[CH2:14][C:15]1[CH:20]=[CH:19][CH:18]=[CH:17][CH:16]=1. (4) Given the reactants [C:1]([OH:11])(=[O:10])[CH:2]([C:4]1[CH:9]=[CH:8][CH:7]=[CH:6][CH:5]=1)O.S(OC)([O:15][CH3:16])(=O)=O, predict the reaction product. The product is: [CH3:16][O:15][C:5]1[CH:6]=[CH:7][CH:8]=[CH:9][C:4]=1[CH2:2][C:1]([OH:11])=[O:10]. (5) Given the reactants C(OC(=O)[NH:10][C:11]1[CH:16]=[CH:15][C:14]([F:17])=[C:13]([C:18]([C:20]2[C:28]3[C:27](Cl)=[N:26][CH:25]=[N:24][C:23]=3[N:22](S(C3C=CC(C)=CC=3)(=O)=O)[CH:21]=2)=[O:19])[C:12]=1[F:40])C1C=CC=CC=1.[OH-:42].[K+].Cl.[CH3:45]O, predict the reaction product. The product is: [NH2:10][C:11]1[C:12]([F:40])=[C:13]([C:18]([C:20]2[C:28]3[C:27]([O:42][CH3:45])=[N:26][CH:25]=[N:24][C:23]=3[NH:22][CH:21]=2)=[O:19])[C:14]([F:17])=[CH:15][CH:16]=1. (6) Given the reactants [C:1]([O:5][C:6](=[O:17])[C:7]([O-])=[CH:8][C:9]([C:11]1[O:12][CH:13]=[CH:14][CH:15]=1)=O)([CH3:4])([CH3:3])[CH3:2].[Li+].Cl.[F:20][C:21]1[CH:28]=[CH:27][C:26]([NH:29][NH2:30])=[CH:25][C:22]=1[C:23]#[N:24], predict the reaction product. The product is: [C:23]([C:22]1[CH:25]=[C:26]([N:29]2[C:9]([C:11]3[O:12][CH:13]=[CH:14][CH:15]=3)=[CH:8][C:7]([C:6]([O:5][C:1]([CH3:4])([CH3:3])[CH3:2])=[O:17])=[N:30]2)[CH:27]=[CH:28][C:21]=1[F:20])#[N:24].